This data is from Caco-2 cell permeability data measuring drug intestinal absorption for ~900 compounds. The task is: Regression/Classification. Given a drug SMILES string, predict its absorption, distribution, metabolism, or excretion properties. Task type varies by dataset: regression for continuous measurements (e.g., permeability, clearance, half-life) or binary classification for categorical outcomes (e.g., BBB penetration, CYP inhibition). For this dataset (caco2_wang), we predict Y. The molecule is CC(C(=O)O)c1ccc(CC2CCCC2=O)cc1. The Y is -4.35 log Papp (cm/s).